From a dataset of Catalyst prediction with 721,799 reactions and 888 catalyst types from USPTO. Predict which catalyst facilitates the given reaction. (1) Reactant: [CH:1]1([NH:4][C:5](=[O:31])[C:6]2[CH:11]=[CH:10][C:9]([CH3:12])=[C:8]([N:13]3[C:22](=[O:23])[C:21]4[C:16](=[CH:17][CH:18]=[C:19]([O:24][CH2:25][C@@H:26]5[CH2:30][CH2:29][CH2:28][NH:27]5)[CH:20]=4)[N:15]=[CH:14]3)[CH:7]=2)[CH2:3][CH2:2]1.C(N(CC)CC)C.C([O:42][CH2:43][C:44](Cl)=[O:45])(=O)C.[OH-].[Na+]. Product: [CH:1]1([NH:4][C:5](=[O:31])[C:6]2[CH:11]=[CH:10][C:9]([CH3:12])=[C:8]([N:13]3[C:22](=[O:23])[C:21]4[C:16](=[CH:17][CH:18]=[C:19]([O:24][CH2:25][C@@H:26]5[CH2:30][CH2:29][CH2:28][N:27]5[C:43](=[O:42])[CH2:44][OH:45])[CH:20]=4)[N:15]=[CH:14]3)[CH:7]=2)[CH2:2][CH2:3]1. The catalyst class is: 61. (2) Reactant: N[C:2]1[CH:3]=[C:4]([CH:8]=[C:9]([N:11]2[CH2:15][CH2:14][CH2:13][C:12]2=[O:16])[CH:10]=1)[C:5]([OH:7])=[O:6].N([O-])=[O:18].[Na+]. Product: [OH:18][C:2]1[CH:3]=[C:4]([CH:8]=[C:9]([N:11]2[CH2:15][CH2:14][CH2:13][C:12]2=[O:16])[CH:10]=1)[C:5]([OH:7])=[O:6]. The catalyst class is: 6.